Dataset: Peptide-MHC class II binding affinity with 134,281 pairs from IEDB. Task: Regression. Given a peptide amino acid sequence and an MHC pseudo amino acid sequence, predict their binding affinity value. This is MHC class II binding data. (1) The peptide sequence is IAIAFLSVSNNYEYI. The MHC is HLA-DQA10401-DQB10402 with pseudo-sequence HLA-DQA10401-DQB10402. The binding affinity (normalized) is 0.353. (2) The peptide sequence is AQAAVVRFQEAANKQ. The MHC is DRB1_1101 with pseudo-sequence DRB1_1101. The binding affinity (normalized) is 0.0444. (3) The peptide sequence is FETVTEASFPGKWKIIYFYP. The MHC is HLA-DQA10301-DQB10302 with pseudo-sequence HLA-DQA10301-DQB10302. The binding affinity (normalized) is 0. (4) The peptide sequence is NNKYAASSYLSLTPE. The MHC is HLA-DQA10102-DQB10602 with pseudo-sequence HLA-DQA10102-DQB10602. The binding affinity (normalized) is 0.458. (5) The peptide sequence is RNGGEIGAVALDYPS. The MHC is HLA-DQA10201-DQB10303 with pseudo-sequence HLA-DQA10201-DQB10303. The binding affinity (normalized) is 0.308. (6) The peptide sequence is AMRDMAGRFEVHAQT. The MHC is HLA-DQA10501-DQB10201 with pseudo-sequence HLA-DQA10501-DQB10201. The binding affinity (normalized) is 0.396. (7) The peptide sequence is FLGCLVKEIPPRLLY. The MHC is HLA-DQA10101-DQB10501 with pseudo-sequence HLA-DQA10101-DQB10501. The binding affinity (normalized) is 0.385.